From a dataset of Reaction yield outcomes from USPTO patents with 853,638 reactions. Predict the reaction yield, written as a fraction of the theoretical maximum amount of product (1.0 means a 100% yield; for example, 0.34 means a 34% yield). (1) The reactants are [NH2:1][C:2]1[CH:7]=[CH:6][CH:5]=[CH:4][CH:3]=1.C(O[BH-](OC(=O)C)OC(=O)C)(=O)C.[Na+].[CH2:22]([N:30]1[CH2:35][CH2:34][C:33](=O)[CH2:32][CH2:31]1)[CH2:23][C:24]1[CH:29]=[CH:28][CH:27]=[CH:26][CH:25]=1.[OH-].[Na+]. The catalyst is ClCCl.C(O)(=O)C. The product is [CH2:22]([N:30]1[CH2:35][CH2:34][CH:33]([NH:1][C:2]2[CH:7]=[CH:6][CH:5]=[CH:4][CH:3]=2)[CH2:32][CH2:31]1)[CH2:23][C:24]1[CH:29]=[CH:28][CH:27]=[CH:26][CH:25]=1. The yield is 0.620. (2) The reactants are [CH3:1][N:2]1[C@H:14]2[C@H:5]([CH2:6][CH2:7][C:8]3[CH:9]=[CH:10][N:11]=[CH:12][C:13]=32)[CH2:4][CH2:3]1.[I:15][CH2:16][CH2:17][CH2:18][CH2:19][CH2:20][CH2:21][CH2:22][CH3:23]. The catalyst is CC(O)=O. The product is [I-:15].[CH3:1][N:2]1[C@H:14]2[C@H:5]([CH2:6][CH2:7][C:8]3[CH:9]=[CH:10][N+:11]([CH2:16][CH2:17][CH2:18][CH2:19][CH2:20][CH2:21][CH2:22][CH3:23])=[CH:12][C:13]=32)[CH2:4][CH2:3]1. The yield is 0.680. (3) The reactants are [C:1]([C:3]1[N:7]=[C:6]([C:8]2[CH:13]=[CH:12][CH:11]=[C:10]([CH2:14][CH2:15][CH2:16][CH2:17][CH2:18][CH3:19])[CH:9]=2)[N:5]([CH3:20])[C:4]=1[C:21]([N:23]1[CH2:28][CH2:27][CH:26]([N:29]2[CH2:33][CH2:32][CH2:31][CH2:30]2)[CH2:25][CH2:24]1)=[O:22])#[CH:2]. The catalyst is CO.[Pd]. The product is [CH2:1]([C:3]1[N:7]=[C:6]([C:8]2[CH:13]=[CH:12][CH:11]=[C:10]([CH2:14][CH2:15][CH2:16][CH2:17][CH2:18][CH3:19])[CH:9]=2)[N:5]([CH3:20])[C:4]=1[C:21]([N:23]1[CH2:28][CH2:27][CH:26]([N:29]2[CH2:30][CH2:31][CH2:32][CH2:33]2)[CH2:25][CH2:24]1)=[O:22])[CH3:2]. The yield is 0.920. (4) The reactants are [CH3:1][C:2]1[CH:7]=[CH:6][C:5]([S:8]([O:11][CH2:12][CH:13]2[CH2:17][C:16]3[C:18](Br)=[CH:19][CH:20]=[CH:21][C:15]=3[O:14]2)(=[O:10])=[O:9])=[CH:4][CH:3]=1.[CH3:23][C:24]1[CH:29]=[CH:28][CH:27]=[CH:26][C:25]=1B(O)O.C(=O)([O-])[O-].[K+].[K+].CC1C=CC(S(OCC2CC3C(C4C=CC=CC=4)=CC=CC=3O2)(=O)=O)=CC=1. The catalyst is CC1C=CC=CC=1[P](C1C=CC=CC=1C)([Pd](Cl)(Cl)[P](C1=C(C)C=CC=C1)(C1C=CC=CC=1C)C1C=CC=CC=1C)C1C=CC=CC=1C. The yield is 0.690. The product is [CH3:1][C:2]1[CH:7]=[CH:6][C:5]([S:8]([O:11][CH2:12][CH:13]2[CH2:17][C:16]3[C:18]([C:25]4[CH:26]=[CH:27][CH:28]=[CH:29][C:24]=4[CH3:23])=[CH:19][CH:20]=[CH:21][C:15]=3[O:14]2)(=[O:10])=[O:9])=[CH:4][CH:3]=1. (5) The reactants are [Cl:1][C:2]1[C:10]2[N:9]=[C:8]3[N:11]([C:15]4[CH:20]=[CH:19][C:18]([Cl:21])=[CH:17][C:16]=4[Cl:22])[CH2:12][CH2:13][CH2:14][N:7]3[C:6]=2[C:5]([CH:23]([NH2:26])[CH2:24][CH3:25])=[CH:4][CH:3]=1.C(N(CC)CC)C.[CH:34]1([C:37](Cl)=[O:38])[CH2:36][CH2:35]1.O. The catalyst is O1CCCC1. The product is [Cl:1][C:2]1[C:10]2[N:9]=[C:8]3[N:11]([C:15]4[CH:20]=[CH:19][C:18]([Cl:21])=[CH:17][C:16]=4[Cl:22])[CH2:12][CH2:13][CH2:14][N:7]3[C:6]=2[C:5]([CH:23]([NH:26][C:37]([CH:34]2[CH2:36][CH2:35]2)=[O:38])[CH2:24][CH3:25])=[CH:4][CH:3]=1. The yield is 0.480. (6) The reactants are [O:1]=[C:2]1[C:7]([CH2:8][C:9]2[CH:14]=[CH:13][C:12]([C:15]3[C:16]([C:21]#[N:22])=[CH:17][CH:18]=[CH:19][CH:20]=3)=[CH:11][CH:10]=2)=[C:6]([CH2:23][CH2:24][CH3:25])[N:5]2[N:26]=[CH:27][N:28]=[C:4]2[NH:3]1.[CH3:29][C:30]1([CH3:42])[CH2:34][C:33]2[CH:35]=[C:36](B(O)O)[CH:37]=[CH:38][C:32]=2[O:31]1.C(N(CC)CC)C.N1C=CC=CC=1. The catalyst is ClCCl.C(OCC)(=O)C.C([O-])(=O)C.[Cu+2].C([O-])(=O)C. The product is [CH3:29][C:30]1([CH3:42])[CH2:34][C:33]2[CH:35]=[C:36]([N:3]3[C:2](=[O:1])[C:7]([CH2:8][C:9]4[CH:10]=[CH:11][C:12]([C:15]5[C:16]([C:21]#[N:22])=[CH:17][CH:18]=[CH:19][CH:20]=5)=[CH:13][CH:14]=4)=[C:6]([CH2:23][CH2:24][CH3:25])[N:5]4[N:26]=[CH:27][N:28]=[C:4]34)[CH:37]=[CH:38][C:32]=2[O:31]1. The yield is 1.00. (7) The reactants are [NH2:1][C:2]1[CH:17]=[CH:16][C:5]2[CH2:6][CH2:7][CH2:8][C:9](=[O:15])[N:10]([CH2:11][CH2:12][O:13][CH3:14])[C:4]=2[CH:3]=1.Cl[C:19]1[N:24]=[C:23]([NH:25][C:26]2[C:35]([CH3:36])=[CH:34][CH:33]=[CH:32][C:27]=2[C:28]([NH:30][CH3:31])=[O:29])[C:22]([Cl:37])=[CH:21][N:20]=1.C12(CS(O)(=O)=O)C(C)(C)C(CC1)CC2=O. The catalyst is C(O)(C)C. The product is [Cl:37][C:22]1[C:23]([NH:25][C:26]2[C:35]([CH3:36])=[CH:34][CH:33]=[CH:32][C:27]=2[C:28]([NH:30][CH3:31])=[O:29])=[N:24][C:19]([NH:1][C:2]2[CH:17]=[CH:16][C:5]3[CH2:6][CH2:7][CH2:8][C:9](=[O:15])[N:10]([CH2:11][CH2:12][O:13][CH3:14])[C:4]=3[CH:3]=2)=[N:20][CH:21]=1. The yield is 0.540. (8) The reactants are [OH:1][C:2]1[CH:7]=[CH:6][C:5]([NH:8][C:9](=[O:18])[O:10][CH2:11][C:12]2[CH:17]=[CH:16][CH:15]=[CH:14][CH:13]=2)=[CH:4][CH:3]=1.C(=O)([O-])[O-].[Cs+].[Cs+].Br[C:26]1[CH:27]=[CH:28][C:29]([N+:32]([O-:34])=[O:33])=[N:30][CH:31]=1.O. The catalyst is CN(C)C=O. The product is [N+:32]([C:29]1[N:30]=[CH:31][C:26]([O:1][C:2]2[CH:7]=[CH:6][C:5]([NH:8][C:9](=[O:18])[O:10][CH2:11][C:12]3[CH:13]=[CH:14][CH:15]=[CH:16][CH:17]=3)=[CH:4][CH:3]=2)=[CH:27][CH:28]=1)([O-:34])=[O:33]. The yield is 0.560. (9) The product is [CH3:10][O:9][C:7]1[CH:6]=[C:5]([C:11](=[CH:14][N:15]([CH3:21])[CH3:16])[C:12]#[N:13])[CH:4]=[C:3]([O:2][CH3:1])[CH:8]=1. The reactants are [CH3:1][O:2][C:3]1[CH:4]=[C:5]([CH2:11][C:12]#[N:13])[CH:6]=[C:7]([O:9][CH3:10])[CH:8]=1.[CH3:14][N:15]([CH3:21])[CH2:16][CH2:14][N:15]([CH3:21])[CH3:16].COC(OC)N(C)C. The yield is 0.270. No catalyst specified.